This data is from Full USPTO retrosynthesis dataset with 1.9M reactions from patents (1976-2016). The task is: Predict the reactants needed to synthesize the given product. (1) The reactants are: C(OC(=O)[NH:7][C:8]1[CH:13]=[CH:12][CH:11]=[CH:10][C:9]=1[NH:14][C:15]([C:17]1[S:21][C:20]2[CH:22]=[CH:23][C:24]([O:26][CH2:27][CH2:28][O:29][CH2:30][CH2:31][O:32][CH3:33])=[CH:25][C:19]=2[CH:18]=1)=[O:16])(C)(C)C.C(=O)(O)[O-].[Na+]. Given the product [NH2:7][C:8]1[CH:13]=[CH:12][CH:11]=[CH:10][C:9]=1[NH:14][C:15]([C:17]1[S:21][C:20]2[CH:22]=[CH:23][C:24]([O:26][CH2:27][CH2:28][O:29][CH2:30][CH2:31][O:32][CH3:33])=[CH:25][C:19]=2[CH:18]=1)=[O:16], predict the reactants needed to synthesize it. (2) Given the product [Cl:31][C:25]1[CH:26]=[CH:27][C:28]([Cl:30])=[CH:29][C:24]=1[C:23]([NH:22][CH2:21][C:20]([NH:19][C@H:14]([B:13]1[O:1][C@@H:2]([CH3:7])[CH2:3][C:4](=[O:6])[O:5]1)[CH2:15][CH:16]([CH3:18])[CH3:17])=[O:33])=[O:32], predict the reactants needed to synthesize it. The reactants are: [OH:1][C@@H:2]([CH3:7])[CH2:3][C:4]([OH:6])=[O:5].O1[B:13]([C@@H:14]([NH:19][C:20](=[O:33])[CH2:21][NH:22][C:23](=[O:32])[C:24]2[CH:29]=[C:28]([Cl:30])[CH:27]=[CH:26][C:25]=2[Cl:31])[CH2:15][CH:16]([CH3:18])[CH3:17])O[B:13]([C@@H:14]([NH:19][C:20](=[O:33])[CH2:21][NH:22][C:23](=[O:32])[C:24]2[CH:29]=[C:28]([Cl:30])[CH:27]=[CH:26][C:25]=2[Cl:31])[CH2:15][CH:16]([CH3:18])[CH3:17])O[B:13]1[C@@H:14]([NH:19][C:20](=[O:33])[CH2:21][NH:22][C:23](=[O:32])[C:24]1[CH:29]=[C:28]([Cl:30])[CH:27]=[CH:26][C:25]=1[Cl:31])[CH2:15][CH:16]([CH3:18])[CH3:17]. (3) The reactants are: [NH2:1][CH:2]1[CH2:11][C:10]2[N:9]=[CH:8][C:7]([N:12]3[C:17](=[O:18])[CH:16]=[N:15][C:14]4[N:19]=[CH:20][C:21]([O:23][CH3:24])=[CH:22][C:13]3=4)=[CH:6][C:5]=2[CH2:4][CH2:3]1.C(N(CC)CC)C.[O:32]=[C:33]1[CH2:38][O:37][C:36]2[CH:39]=[CH:40][C:41]([CH:43]=O)=[N:42][C:35]=2[NH:34]1.C(O[BH-](OC(=O)C)OC(=O)C)(=O)C.[Na+].C(=O)(O)[O-].[Na+]. Given the product [CH3:24][O:23][C:21]1[CH:20]=[N:19][C:14]2[N:15]=[CH:16][C:17](=[O:18])[N:12]([C:7]3[CH:8]=[N:9][C:10]4[CH2:11][CH:2]([NH:1][CH2:43][C:41]5[CH:40]=[CH:39][C:36]6[O:37][CH2:38][C:33](=[O:32])[NH:34][C:35]=6[N:42]=5)[CH2:3][CH2:4][C:5]=4[CH:6]=3)[C:13]=2[CH:22]=1, predict the reactants needed to synthesize it. (4) Given the product [C:21]([CH2:20][S:3][C:4]1[CH:12]=[CH:11][C:7]([C:8]([OH:10])=[O:9])=[CH:6][CH:5]=1)#[N:22], predict the reactants needed to synthesize it. The reactants are: [OH-].[Na+].[SH:3][C:4]1[CH:12]=[CH:11][C:7]([C:8]([OH:10])=[O:9])=[CH:6][CH:5]=1.C(=O)([O-])[O-].[K+].[K+].Cl[CH2:20][C:21]#[N:22]. (5) The reactants are: [F:1][C:2]1[CH:3]=[C:4]([CH:17]=[CH:18][C:19]=1[C:20]1[C:24]([C:25]2[CH:30]=[CH:29][N:28]=[CH:27][CH:26]=2)=[CH:23][N:22]([CH3:31])[N:21]=1)[O:5][CH2:6][C:7]1[CH:16]=[CH:15][C:14]2[C:9](=[CH:10][CH:11]=[CH:12][CH:13]=2)[N:8]=1.FC1C=C(O)C=CC=1C1C(C2C=CN=CC=2)=CN(C[C:51]([F:54])([F:53])[F:52])N=1. Given the product [F:1][C:2]1[CH:3]=[C:4]([CH:17]=[CH:18][C:19]=1[C:20]1[C:24]([C:25]2[CH:30]=[CH:29][N:28]=[CH:27][CH:26]=2)=[CH:23][N:22]([CH2:31][C:51]([F:54])([F:53])[F:52])[N:21]=1)[O:5][CH2:6][C:7]1[CH:16]=[CH:15][C:14]2[C:9](=[CH:10][CH:11]=[CH:12][CH:13]=2)[N:8]=1, predict the reactants needed to synthesize it. (6) Given the product [CH2:17]([N:4]([CH3:3])[C:5](=[O:10])[C:6]([F:9])([F:8])[F:7])[CH2:16][CH2:15][CH2:14][CH:13]=[CH2:12], predict the reactants needed to synthesize it. The reactants are: [H-].[Na+].[CH3:3][NH:4][C:5](=[O:10])[C:6]([F:9])([F:8])[F:7].Br[CH:12]=[CH:13][CH2:14][CH2:15][CH2:16][CH3:17]. (7) Given the product [CH2:1]([O:3][C:4]1[CH:5]=[C:6]([C:13]2[O:17][N:16]=[C:15]3[C:18]4[C:23]([CH2:24][CH2:25][C:14]=23)=[CH:22][C:21]([CH:26]([OH:27])[CH2:28][N:29]2[CH2:34][CH2:33][CH2:32][C@H:31]([C:35]([O:37][CH2:38][CH3:39])=[O:36])[CH2:30]2)=[CH:20][CH:19]=4)[CH:7]=[CH:8][C:9]=1[O:10][CH2:11][CH3:12])[CH3:2], predict the reactants needed to synthesize it. The reactants are: [CH2:1]([O:3][C:4]1[CH:5]=[C:6]([C:13]2[O:17][N:16]=[C:15]3[C:18]4[C:23]([CH2:24][CH2:25][C:14]=23)=[CH:22][C:21]([CH:26]2[CH2:28][O:27]2)=[CH:20][CH:19]=4)[CH:7]=[CH:8][C:9]=1[O:10][CH2:11][CH3:12])[CH3:2].[NH:29]1[CH2:34][CH2:33][CH2:32][C@H:31]([C:35]([O:37][CH2:38][CH3:39])=[O:36])[CH2:30]1.